Predict the reactants needed to synthesize the given product. From a dataset of Full USPTO retrosynthesis dataset with 1.9M reactions from patents (1976-2016). Given the product [CH3:23][O:24][CH2:25][N:9]1[C:8]2[CH:11]=[CH:12][C:13]([C:15]([O:17][CH2:18][CH3:19])=[O:16])=[CH:14][C:7]=2[S:6][C:5]2[N:4]=[CH:3][CH:2]=[N:1][C:10]1=2, predict the reactants needed to synthesize it. The reactants are: [N:1]1[C:10]2[NH:9][C:8]3[CH:11]=[CH:12][C:13]([C:15]([O:17][CH2:18][CH3:19])=[O:16])=[CH:14][C:7]=3[S:6][C:5]=2[N:4]=[CH:3][CH:2]=1.[H-].[Na+].Cl[CH2:23][O:24][CH2:25]Cl.O.